From a dataset of Peptide-MHC class II binding affinity with 134,281 pairs from IEDB. Regression. Given a peptide amino acid sequence and an MHC pseudo amino acid sequence, predict their binding affinity value. This is MHC class II binding data. (1) The peptide sequence is EVFCQTIKLDSEEYH. The MHC is H-2-IAb with pseudo-sequence H-2-IAb. The binding affinity (normalized) is 0. (2) The peptide sequence is RGIVEQCCTSICSLYQLENY. The MHC is DRB1_0401 with pseudo-sequence DRB1_0401. The binding affinity (normalized) is 0.502. (3) The peptide sequence is FENDEHIILYLVNFDK. The MHC is DRB1_1101 with pseudo-sequence DRB1_1101. The binding affinity (normalized) is 0.327. (4) The peptide sequence is QRILRKSKRNDGDLD. The MHC is DRB1_1302 with pseudo-sequence DRB1_1302. The binding affinity (normalized) is 0.0915. (5) The peptide sequence is DTRLMRLEDEMKEGR. The MHC is DRB1_0405 with pseudo-sequence DRB1_0405. The binding affinity (normalized) is 0.143. (6) The peptide sequence is MRKLAILSVSSFLFV. The MHC is DRB1_1201 with pseudo-sequence DRB1_1201. The binding affinity (normalized) is 0.276. (7) The peptide sequence is SSKLNKFISPKSVIG. The MHC is DRB1_0901 with pseudo-sequence DRB1_0901. The binding affinity (normalized) is 0.898.